Predict the reactants needed to synthesize the given product. From a dataset of Full USPTO retrosynthesis dataset with 1.9M reactions from patents (1976-2016). (1) Given the product [Br:10][C:11]1[C:12]([N:27]2[CH2:32][CH2:31][CH:30]([C:33]3[CH:38]=[CH:37][CH:36]=[CH:35][CH:34]=3)[CH2:29][CH2:28]2)=[C:13]([C@H:19]([OH:26])[C:20]([O:22][CH:23]([CH3:25])[CH3:24])=[O:21])[C:14]([CH3:18])=[N:15][C:16]=1[CH3:17], predict the reactants needed to synthesize it. The reactants are: O1C2C=CC=CC=2OB1.[Br:10][C:11]1[C:12]([N:27]2[CH2:32][CH2:31][CH:30]([C:33]3[CH:38]=[CH:37][CH:36]=[CH:35][CH:34]=3)[CH2:29][CH2:28]2)=[C:13]([C:19](=[O:26])[C:20]([O:22][CH:23]([CH3:25])[CH3:24])=[O:21])[C:14]([CH3:18])=[N:15][C:16]=1[CH3:17].CB1N2CCC[C@@H]2C(C2C=CC=CC=2)(C2C=CC=CC=2)O1. (2) Given the product [Cl:8][C:6]1[C:5]([C:9]([F:12])([F:11])[F:10])=[CH:4][N:3]=[C:2]([S:14][CH3:13])[N:7]=1, predict the reactants needed to synthesize it. The reactants are: Cl[C:2]1[N:7]=[C:6]([Cl:8])[C:5]([C:9]([F:12])([F:11])[F:10])=[CH:4][N:3]=1.[CH3:13][S-:14].[Na+]. (3) Given the product [CH3:30][O:31][C:32](=[O:44])[CH:33]([NH:36][C:37]([O:39][C:40]([CH3:41])([CH3:43])[CH3:42])=[O:38])[CH2:34][S:35][CH2:26][C:23]1[CH:24]=[CH:25][C:20]([C:16]2[CH:17]=[CH:18][CH:19]=[C:14]([CH2:13][N:10]3[C:11]4[C:6](=[CH:5][CH:4]=[C:3]([C:2]([F:29])([F:1])[F:28])[CH:12]=4)[CH2:7][CH2:8][CH2:9]3)[CH:15]=2)=[CH:21][CH:22]=1, predict the reactants needed to synthesize it. The reactants are: [F:1][C:2]([F:29])([F:28])[C:3]1[CH:12]=[C:11]2[C:6]([CH2:7][CH2:8][CH2:9][N:10]2[CH2:13][C:14]2[CH:15]=[C:16]([C:20]3[CH:25]=[CH:24][C:23]([CH2:26]O)=[CH:22][CH:21]=3)[CH:17]=[CH:18][CH:19]=2)=[CH:5][CH:4]=1.[CH3:30][O:31][C:32](=[O:44])[CH:33]([NH:36][C:37]([O:39][C:40]([CH3:43])([CH3:42])[CH3:41])=[O:38])[CH2:34][SH:35].N(C(N1CCCCC1)=O)=NC(N1CCCCC1)=O.N1C=CN=C1.CP(C)C. (4) Given the product [F:14][C:3]1[CH:4]=[C:5]2[C:9](=[CH:10][C:2]=1[B:18]1[O:19][C:20]([CH3:22])([CH3:21])[C:16]([CH3:32])([CH3:15])[O:17]1)[N:8]([CH2:11][CH2:12][OH:13])[CH:7]=[CH:6]2, predict the reactants needed to synthesize it. The reactants are: Br[C:2]1[CH:10]=[C:9]2[C:5]([CH:6]=[CH:7][N:8]2[CH2:11][CH2:12][OH:13])=[CH:4][C:3]=1[F:14].[CH3:15][C:16]1([CH3:32])[C:20]([CH3:22])([CH3:21])[O:19][B:18]([B:18]2[O:19][C:20]([CH3:22])([CH3:21])[C:16]([CH3:32])([CH3:15])[O:17]2)[O:17]1.C([O-])(=O)C.[K+]. (5) The reactants are: C(OC([N:6]1[C:15]2[C:14]3[CH:16]=[CH:17][C:18]([N:20]4[CH2:24][C@H:23]([CH2:25][NH:26][C:27]([O:29][CH2:30][CH3:31])=[O:28])[O:22][C:21]4=[O:32])=[CH:19][C:13]=3[CH2:12][CH2:11][CH2:10][C:9]=2[CH:8]=[N:7]1)=O)C.C[O-].[Na+]. Given the product [CH2:30]([O:29][C:27](=[O:28])[NH:26][CH2:25][C@@H:23]1[O:22][C:21](=[O:32])[N:20]([C:18]2[CH:17]=[CH:16][C:14]3[C:15]4[NH:6][N:7]=[CH:8][C:9]=4[CH2:10][CH2:11][CH2:12][C:13]=3[CH:19]=2)[CH2:24]1)[CH3:31], predict the reactants needed to synthesize it. (6) Given the product [OH:15][C:12]1[CH:11]=[C:10]([C:16]2[N:17]=[C:18]([CH:21]([CH3:23])[CH3:22])[S:19][CH:20]=2)[N:9]=[C:8]2[C:7]3[C:2]([Br:1])=[C:3]([O:24][CH3:25])[CH:4]=[CH:5][C:6]=3[O:14][C:13]=12, predict the reactants needed to synthesize it. The reactants are: [Br:1][C:2]1[C:7]2[C:8]3[NH:9][CH:10]([C:16]4[N:17]=[C:18]([CH:21]([CH3:23])[CH3:22])[S:19][CH:20]=4)[CH2:11][C:12](=[O:15])[C:13]=3[O:14][C:6]=2[CH:5]=[CH:4][C:3]=1[O:24][CH3:25].O. (7) Given the product [O:10]1[CH:11]=[CH:12][C:8]([C:5]2[CH:6]=[CH:7][C:2]([NH:16][C:17]3[CH:18]=[C:19]([CH:25]=[CH:26][CH:27]=3)[C:20]([O:22][CH2:23][CH3:24])=[O:21])=[C:3]([N+:13]([O-:15])=[O:14])[CH:4]=2)=[CH:9]1, predict the reactants needed to synthesize it. The reactants are: F[C:2]1[CH:7]=[CH:6][C:5]([C:8]2[CH:12]=[CH:11][O:10][CH:9]=2)=[CH:4][C:3]=1[N+:13]([O-:15])=[O:14].[NH2:16][C:17]1[CH:18]=[C:19]([CH:25]=[CH:26][CH:27]=1)[C:20]([O:22][CH2:23][CH3:24])=[O:21].C(N(CC)CC)C. (8) Given the product [F:1][C:2]1[CH:3]=[C:4]([CH:8]=[CH:9][C:10]=1[C:11]1[S:12][C:13]2[C:18]([N:19]=1)=[CH:17][CH:16]=[C:15]([C:20]1([C:23]3[CH:28]=[CH:27][CH:26]=[CH:25][CH:24]=3)[CH2:21][CH2:22]1)[N:14]=2)[C:5]([NH:30][CH2:31][CH2:32][CH2:33][C:34]([O:36][CH2:37][CH3:38])=[O:35])=[O:6], predict the reactants needed to synthesize it. The reactants are: [F:1][C:2]1[CH:3]=[C:4]([CH:8]=[CH:9][C:10]=1[C:11]1[S:12][C:13]2[C:18]([N:19]=1)=[CH:17][CH:16]=[C:15]([C:20]1([C:23]3[CH:28]=[CH:27][CH:26]=[CH:25][CH:24]=3)[CH2:22][CH2:21]1)[N:14]=2)[C:5](O)=[O:6].Cl.[NH2:30][CH2:31][CH2:32][CH2:33][C:34]([O:36][CH2:37][CH3:38])=[O:35]. (9) Given the product [CH2:18]([C:25]1[CH:26]=[CH:27][C:28]([NH:31][C:15]2[C:14]3[C:9](=[CH:10][CH:11]=[C:12]([Cl:17])[CH:13]=3)[N:8]=[CH:7][C:6]=2[C:4]([O:3][CH2:1][CH3:2])=[O:5])=[CH:29][CH:30]=1)[C:19]1[CH:20]=[CH:21][CH:22]=[CH:23][CH:24]=1, predict the reactants needed to synthesize it. The reactants are: [CH2:1]([O:3][C:4]([C:6]1[CH:7]=[N:8][C:9]2[C:14]([C:15]=1Cl)=[CH:13][C:12]([Cl:17])=[CH:11][CH:10]=2)=[O:5])[CH3:2].[CH2:18]([C:25]1[CH:30]=[CH:29][C:28]([NH2:31])=[CH:27][CH:26]=1)[C:19]1[CH:24]=[CH:23][CH:22]=[CH:21][CH:20]=1.O.[OH-].[Na+]. (10) Given the product [Cl:1][C:2]1[CH:7]=[CH:6][C:5]([N+:8]([O-:10])=[O:9])=[CH:4][C:3]=1[S:11]([N:18]1[CH2:17][CH2:16][N:15]([C:21]([O:23][C:24]([CH3:27])([CH3:26])[CH3:25])=[O:22])[CH2:20][CH2:19]1)(=[O:13])=[O:12], predict the reactants needed to synthesize it. The reactants are: [Cl:1][C:2]1[CH:7]=[CH:6][C:5]([N+:8]([O-:10])=[O:9])=[CH:4][C:3]=1[S:11](Cl)(=[O:13])=[O:12].[N:15]1([C:21]([O:23][C:24]([CH3:27])([CH3:26])[CH3:25])=[O:22])[CH2:20][CH2:19][NH:18][CH2:17][CH2:16]1.CCOC(C)=O.O.